From a dataset of Full USPTO retrosynthesis dataset with 1.9M reactions from patents (1976-2016). Predict the reactants needed to synthesize the given product. (1) Given the product [Br:1][C:2]1[CH:3]=[C:4]([C:10]2[CH2:14][C:13]([C:19]3[CH:24]=[C:23]([Cl:25])[CH:22]=[C:21]([Cl:26])[CH:20]=3)([C:15]([F:18])([F:17])[F:16])[O:12][N:11]=2)[CH:5]=[CH:6][C:7]=1[CH2:8][N:31]1[C:32](=[O:33])[N:28]([CH3:27])[N:29]=[N:30]1, predict the reactants needed to synthesize it. The reactants are: [Br:1][C:2]1[CH:3]=[C:4]([C:10]2[CH2:14][C:13]([C:19]3[CH:24]=[C:23]([Cl:25])[CH:22]=[C:21]([Cl:26])[CH:20]=3)([C:15]([F:18])([F:17])[F:16])[O:12][N:11]=2)[CH:5]=[CH:6][C:7]=1[CH2:8]Br.[CH3:27][N:28]1[C:32](=[O:33])[NH:31][N:30]=[N:29]1.C(=O)([O-])[O-].[K+].[K+]. (2) Given the product [CH2:33]([N:18]([CH2:17][C:14]1[N:15]=[N:16][C:11]([C:8]2[CH:9]=[CH:10][C:5]([S:2]([CH3:1])(=[O:3])=[O:4])=[CH:6][CH:7]=2)=[CH:12][CH:13]=1)[CH:19]1[CH2:24][CH2:23][N:22]([C:25]([O:27][C:28]([CH3:31])([CH3:30])[CH3:29])=[O:26])[CH2:21][CH2:20]1)[CH3:34], predict the reactants needed to synthesize it. The reactants are: [CH3:1][S:2]([C:5]1[CH:10]=[CH:9][C:8]([C:11]2[N:16]=[N:15][C:14]([CH2:17][NH:18][CH:19]3[CH2:24][CH2:23][N:22]([C:25]([O:27][C:28]([CH3:31])([CH3:30])[CH3:29])=[O:26])[CH2:21][CH2:20]3)=[CH:13][CH:12]=2)=[CH:7][CH:6]=1)(=[O:4])=[O:3].I[CH2:33][CH3:34].C(=O)([O-])[O-].[K+].[K+].